The task is: Regression. Given two drug SMILES strings and cell line genomic features, predict the synergy score measuring deviation from expected non-interaction effect.. This data is from NCI-60 drug combinations with 297,098 pairs across 59 cell lines. (1) Synergy scores: CSS=14.9, Synergy_ZIP=-8.12, Synergy_Bliss=-3.47, Synergy_Loewe=9.72, Synergy_HSA=-3.15. Drug 2: CC12CCC3C(C1CCC2OP(=O)(O)O)CCC4=C3C=CC(=C4)OC(=O)N(CCCl)CCCl.[Na+]. Drug 1: C1C(C(OC1N2C=NC3=C2NC=NCC3O)CO)O. Cell line: RPMI-8226. (2) Drug 2: C1C(C(OC1N2C=NC3=C2NC=NCC3O)CO)O. Cell line: MDA-MB-231. Drug 1: CC1=C(C(CCC1)(C)C)C=CC(=CC=CC(=CC(=O)O)C)C. Synergy scores: CSS=5.34, Synergy_ZIP=-1.85, Synergy_Bliss=1.03, Synergy_Loewe=3.42, Synergy_HSA=2.32. (3) Synergy scores: CSS=7.94, Synergy_ZIP=-2.36, Synergy_Bliss=2.07, Synergy_Loewe=2.90, Synergy_HSA=2.40. Cell line: HOP-92. Drug 2: C1C(C(OC1N2C=NC3=C2NC=NCC3O)CO)O. Drug 1: C1CCC(C1)C(CC#N)N2C=C(C=N2)C3=C4C=CNC4=NC=N3. (4) Drug 1: C1=CC(=C2C(=C1NCCNCCO)C(=O)C3=C(C=CC(=C3C2=O)O)O)NCCNCCO. Drug 2: C1CN(P(=O)(OC1)NCCCl)CCCl. Cell line: RXF 393. Synergy scores: CSS=24.5, Synergy_ZIP=2.20, Synergy_Bliss=3.02, Synergy_Loewe=-18.9, Synergy_HSA=2.88. (5) Drug 1: C1CCN(CC1)CCOC2=CC=C(C=C2)C(=O)C3=C(SC4=C3C=CC(=C4)O)C5=CC=C(C=C5)O. Drug 2: C1CCC(C(C1)N)N.C(=O)(C(=O)[O-])[O-].[Pt+4]. Cell line: BT-549. Synergy scores: CSS=16.2, Synergy_ZIP=0.887, Synergy_Bliss=1.37, Synergy_Loewe=-7.52, Synergy_HSA=-0.732. (6) Drug 1: C1=C(C(=O)NC(=O)N1)F. Drug 2: CC1=C(C(CCC1)(C)C)C=CC(=CC=CC(=CC(=O)O)C)C. Cell line: OVCAR-5. Synergy scores: CSS=31.6, Synergy_ZIP=0.378, Synergy_Bliss=-2.04, Synergy_Loewe=-4.16, Synergy_HSA=-2.66. (7) Drug 1: CCN(CC)CCNC(=O)C1=C(NC(=C1C)C=C2C3=C(C=CC(=C3)F)NC2=O)C. Drug 2: CC1CCCC2(C(O2)CC(NC(=O)CC(C(C(=O)C(C1O)C)(C)C)O)C(=CC3=CSC(=N3)C)C)C. Cell line: PC-3. Synergy scores: CSS=49.2, Synergy_ZIP=3.61, Synergy_Bliss=3.76, Synergy_Loewe=4.40, Synergy_HSA=6.75. (8) Drug 2: CC12CCC3C(C1CCC2OP(=O)(O)O)CCC4=C3C=CC(=C4)OC(=O)N(CCCl)CCCl.[Na+]. Cell line: COLO 205. Synergy scores: CSS=21.3, Synergy_ZIP=-2.84, Synergy_Bliss=-6.44, Synergy_Loewe=-24.7, Synergy_HSA=-6.97. Drug 1: C1C(C(OC1N2C=NC(=NC2=O)N)CO)O. (9) Drug 1: C1CCN(CC1)CCOC2=CC=C(C=C2)C(=O)C3=C(SC4=C3C=CC(=C4)O)C5=CC=C(C=C5)O. Drug 2: CN(CC1=CN=C2C(=N1)C(=NC(=N2)N)N)C3=CC=C(C=C3)C(=O)NC(CCC(=O)O)C(=O)O. Cell line: MDA-MB-231. Synergy scores: CSS=-4.49, Synergy_ZIP=2.49, Synergy_Bliss=-2.30, Synergy_Loewe=-5.83, Synergy_HSA=-6.18.